From a dataset of Reaction yield outcomes from USPTO patents with 853,638 reactions. Predict the reaction yield, written as a fraction of the theoretical maximum amount of product (1.0 means a 100% yield; for example, 0.34 means a 34% yield). (1) The product is [Br:1][C:2]1[CH:3]=[C:4]([CH:5]=[CH:6][CH:7]=1)[O:8][C:10]1([C:14]([O:16][CH2:17][CH3:18])=[O:15])[CH2:13][CH2:12][CH2:11]1. The reactants are [Br:1][C:2]1[CH:3]=[C:4]([OH:8])[CH:5]=[CH:6][CH:7]=1.Br[C:10]1([C:14]([O:16][CH2:17][CH3:18])=[O:15])[CH2:13][CH2:12][CH2:11]1. The yield is 0.560. The catalyst is C(#N)C. (2) The reactants are [OH:1][C:2]1[CH:3]=[C:4]([CH:9]=[CH:10][C:11]=1[C:12]#[C:13][Si](C)(C)C)[C:5]([O:7][CH3:8])=[O:6].C(O)=[O:19]. No catalyst specified. The product is [C:12]([C:11]1[CH:10]=[CH:9][C:4]([C:5]([O:7][CH3:8])=[O:6])=[CH:3][C:2]=1[OH:1])(=[O:19])[CH3:13]. The yield is 0.830. (3) The reactants are BrC1C(N2CCN(C(NC3C=CC=CC=3)=O)CC2)=C2N=C(C3C=CC(N(C)C)=CC=3)NC2=NC=1.[O:35]1[C:39]2[CH:40]=[CH:41][CH:42]=[C:43]([CH2:44][N:45]3[CH2:50][CH2:49][N:48]([C:51]4[C:56]([Br:57])=[CH:55][N:54]=[C:53]([NH2:58])[C:52]=4[N+:59]([O-])=O)[CH2:47][CH2:46]3)[C:38]=2[O:37][CH2:36]1.[O-]S(S([O-])=O)=O.[Na+].[Na+].[CH3:70][O:71][C:72]1[CH:77]=[CH:76][C:75]([CH:78]=O)=[CH:74][CH:73]=1. The catalyst is C(O)C.CN(C=O)C. The product is [O:35]1[C:39]2[CH:40]=[CH:41][CH:42]=[C:43]([CH2:44][N:45]3[CH2:50][CH2:49][N:48]([C:51]4[C:56]([Br:57])=[CH:55][N:54]=[C:53]5[NH:58][C:78]([C:75]6[CH:76]=[CH:77][C:72]([O:71][CH3:70])=[CH:73][CH:74]=6)=[N:59][C:52]=45)[CH2:47][CH2:46]3)[C:38]=2[O:37][CH2:36]1. The yield is 0.630. (4) The reactants are [F:1][C:2]1[CH:3]=[CH:4][CH:5]=[C:6]2[C:10]=1[NH:9][C:8](=[O:11])[CH2:7]2.[H-].[Na+].[Cl:14][C:15]1[C:24]2[C:19](=[CH:20][C:21]([O:27][CH2:28][CH2:29][CH2:30][N:31]3[CH2:36][CH2:35][O:34][CH2:33][CH2:32]3)=[C:22]([O:25][CH3:26])[CH:23]=2)[N:18]=[CH:17][N:16]=1. The catalyst is CN(C)C=O. The product is [ClH:14].[ClH:14].[F:1][C:2]1[CH:3]=[CH:4][CH:5]=[C:6]2[C:10]=1[NH:9][C:8](=[O:11])[CH:7]2[C:15]1[C:24]2[C:19](=[CH:20][C:21]([O:27][CH2:28][CH2:29][CH2:30][N:31]3[CH2:32][CH2:33][O:34][CH2:35][CH2:36]3)=[C:22]([O:25][CH3:26])[CH:23]=2)[N:18]=[CH:17][N:16]=1. The yield is 0.390.